From a dataset of Forward reaction prediction with 1.9M reactions from USPTO patents (1976-2016). Predict the product of the given reaction. (1) Given the reactants Br[C:2]1[CH:7]=[CH:6][CH:5]=[C:4]([Cl:8])[C:3]=1[Cl:9].[NH:10]1[CH2:15][CH2:14][NH:13][CH2:12][CH2:11]1.C1CCN2C(=NCCC2)CC1.CC([O-])(C)C.[Na+].[CH3:33][C:34]([O:37][C:38](O[C:38]([O:37][C:34]([CH3:36])([CH3:35])[CH3:33])=[O:39])=[O:39])([CH3:36])[CH3:35], predict the reaction product. The product is: [Cl:9][C:3]1[C:4]([Cl:8])=[CH:5][CH:6]=[CH:7][C:2]=1[N:10]1[CH2:15][CH2:14][N:13]([C:38]([O:37][C:34]([CH3:36])([CH3:35])[CH3:33])=[O:39])[CH2:12][CH2:11]1. (2) Given the reactants [C:1]1([CH2:7][CH2:8][NH2:9])[CH:6]=[CH:5][CH:4]=[CH:3][CH:2]=1.CCN([CH2:15][CH3:16])CC.[S:17](Cl)(Cl)(=[O:19])=[O:18], predict the reaction product. The product is: [CH2:8]([NH:9][S:17]([C:2]1[C:15]2[C:16](=[CH:3][CH:4]=[CH:5][CH:6]=2)[CH:8]=[CH:7][CH:1]=1)(=[O:19])=[O:18])[CH2:7][C:1]1[CH:6]=[CH:5][CH:4]=[CH:3][CH:2]=1.